From a dataset of Catalyst prediction with 721,799 reactions and 888 catalyst types from USPTO. Predict which catalyst facilitates the given reaction. (1) Product: [CH3:24][C:22]1([CH3:25])[O:23][C@@H:19]2[C@@H:18]([NH:26][C:27](=[O:30])[CH2:28][CH3:29])[CH2:17][C@@H:16]([N:13]3[CH:12]=[N:11][C:10]4[C:14]3=[N:15][C:7]([N:4]3[CH2:5][CH2:6][C@@H:2]([NH:1][C:51]([N:48]5[CH:47]=[CH:46][N:50]=[CH:49]5)=[O:52])[CH2:3]3)=[N:8][C:9]=4[NH:31][CH2:32][CH:33]([C:34]3[CH:39]=[CH:38][CH:37]=[CH:36][CH:35]=3)[C:40]3[CH:45]=[CH:44][CH:43]=[CH:42][CH:41]=3)[C@@H:20]2[O:21]1. Reactant: [NH2:1][C@@H:2]1[CH2:6][CH2:5][N:4]([C:7]2[N:15]=[C:14]3[C:10]([N:11]=[CH:12][N:13]3[C@H:16]3[C@@H:20]4[O:21][C:22]([CH3:25])([CH3:24])[O:23][C@@H:19]4[C@@H:18]([NH:26][C:27](=[O:30])[CH2:28][CH3:29])[CH2:17]3)=[C:9]([NH:31][CH2:32][CH:33]([C:40]3[CH:45]=[CH:44][CH:43]=[CH:42][CH:41]=3)[C:34]3[CH:39]=[CH:38][CH:37]=[CH:36][CH:35]=3)[N:8]=2)[CH2:3]1.[CH:46]1[N:50]=[CH:49][N:48]([C:51](N2C=NC=C2)=[O:52])[CH:47]=1. The catalyst class is: 2. (2) Reactant: C(O)C.[F:4][C:5]1[CH:10]=[CH:9][C:8]([C:11](=O)[C:12](=O)[CH:13]([CH3:15])[CH3:14])=[CH:7][CH:6]=1.[CH2:18]([NH2:21])[CH2:19][NH2:20].[OH-].[K+].[CH3:24][C:25]([CH3:27])=O. Product: [F:4][C:5]1[CH:10]=[CH:9][C:8]([C:11]2[C:12]([CH:13]([CH3:15])[CH3:14])=[N:21][C:18]([CH:25]([CH3:27])[CH3:24])=[CH:19][N:20]=2)=[CH:7][CH:6]=1. The catalyst class is: 6. (3) Reactant: [N+:1]([C:4]1[CH:5]=[C:6]2[C:10](=[CH:11][CH:12]=1)[NH:9][N:8]=[CH:7]2)([O-:3])=[O:2].C(=O)([O-])[O-].[K+].[K+].Cl.Cl[CH2:21][CH2:22][N:23]1[CH2:27][CH2:26][CH2:25][CH2:24]1. Product: [N+:1]([C:4]1[CH:12]=[CH:11][C:10]2[C:6](=[CH:7][N:8]([CH2:21][CH2:22][N:23]3[CH2:27][CH2:26][CH2:25][CH2:24]3)[N:9]=2)[CH:5]=1)([O-:3])=[O:2]. The catalyst class is: 9. (4) Reactant: [CH3:1][O:2][C:3]([C:5]1[S:9][C:8]2[C:10]3[C:15]([CH:16]=[CH:17][C:7]=2[C:6]=1[OH:18])=[CH:14][CH:13]=[CH:12][CH:11]=3)=[O:4].Br[CH2:20][C:21]([O:23][CH2:24][CH3:25])=[O:22].C(=O)([O-])[O-].[K+].[K+].CN(C=O)C. Product: [CH3:1][O:2][C:3]([C:5]1[S:9][C:8]2[C:10]3[C:15]([CH:16]=[CH:17][C:7]=2[C:6]=1[O:18][CH2:20][C:21]([O:23][CH2:24][CH3:25])=[O:22])=[CH:14][CH:13]=[CH:12][CH:11]=3)=[O:4]. The catalyst class is: 6. (5) Reactant: [C:1]([OH:22])(=O)[CH2:2][CH2:3][CH2:4]/[CH:5]=[CH:6]\[CH2:7]/[CH:8]=[CH:9]\[CH2:10]/[CH:11]=[CH:12]\[CH2:13]/[CH:14]=[CH:15]\[CH2:16][CH2:17][CH2:18][CH2:19][CH3:20].C(N(CC)CC)C.ClC(OCCCC)=O.Cl.C(N(CC)CC)C.[NH2:46][CH2:47][CH2:48][OH:49].Cl. Product: [C:1]([NH:46][CH2:47][CH2:48][OH:49])(=[O:22])[CH2:2][CH2:3][CH2:4]/[CH:5]=[CH:6]\[CH2:7]/[CH:8]=[CH:9]\[CH2:10]/[CH:11]=[CH:12]\[CH2:13]/[CH:14]=[CH:15]\[CH2:16][CH2:17][CH2:18][CH2:19][CH3:20]. The catalyst class is: 382.